Regression. Given two drug SMILES strings and cell line genomic features, predict the synergy score measuring deviation from expected non-interaction effect. From a dataset of NCI-60 drug combinations with 297,098 pairs across 59 cell lines. (1) Drug 1: C1CC(=O)NC(=O)C1N2CC3=C(C2=O)C=CC=C3N. Drug 2: C(CCl)NC(=O)N(CCCl)N=O. Cell line: SNB-75. Synergy scores: CSS=7.54, Synergy_ZIP=-0.676, Synergy_Bliss=3.11, Synergy_Loewe=4.05, Synergy_HSA=1.91. (2) Drug 1: CC12CCC3C(C1CCC2O)C(CC4=C3C=CC(=C4)O)CCCCCCCCCS(=O)CCCC(C(F)(F)F)(F)F. Drug 2: C(CC(=O)O)C(=O)CN.Cl. Cell line: HCT116. Synergy scores: CSS=-2.71, Synergy_ZIP=0.980, Synergy_Bliss=0.183, Synergy_Loewe=-5.16, Synergy_HSA=-4.88. (3) Drug 1: CC1=C(C=C(C=C1)C(=O)NC2=CC(=CC(=C2)C(F)(F)F)N3C=C(N=C3)C)NC4=NC=CC(=N4)C5=CN=CC=C5. Drug 2: CN(C(=O)NC(C=O)C(C(C(CO)O)O)O)N=O. Cell line: OVCAR3. Synergy scores: CSS=1.67, Synergy_ZIP=0.326, Synergy_Bliss=0.0424, Synergy_Loewe=-8.32, Synergy_HSA=-3.51. (4) Drug 1: CS(=O)(=O)CCNCC1=CC=C(O1)C2=CC3=C(C=C2)N=CN=C3NC4=CC(=C(C=C4)OCC5=CC(=CC=C5)F)Cl. Drug 2: C1CCC(C(C1)N)N.C(=O)(C(=O)[O-])[O-].[Pt+4]. Cell line: SR. Synergy scores: CSS=57.9, Synergy_ZIP=-1.21, Synergy_Bliss=-2.55, Synergy_Loewe=-21.6, Synergy_HSA=-2.41. (5) Drug 1: CC1=C2C(C(=O)C3(C(CC4C(C3C(C(C2(C)C)(CC1OC(=O)C(C(C5=CC=CC=C5)NC(=O)C6=CC=CC=C6)O)O)OC(=O)C7=CC=CC=C7)(CO4)OC(=O)C)O)C)OC(=O)C. Drug 2: C1CNP(=O)(OC1)N(CCCl)CCCl. Cell line: U251. Synergy scores: CSS=57.6, Synergy_ZIP=-6.43, Synergy_Bliss=-10.4, Synergy_Loewe=-36.1, Synergy_HSA=-8.57. (6) Synergy scores: CSS=12.0, Synergy_ZIP=0.635, Synergy_Bliss=-0.164, Synergy_Loewe=-49.2, Synergy_HSA=-1.34. Drug 1: CS(=O)(=O)CCNCC1=CC=C(O1)C2=CC3=C(C=C2)N=CN=C3NC4=CC(=C(C=C4)OCC5=CC(=CC=C5)F)Cl. Cell line: OVCAR-4. Drug 2: CN(CC1=CN=C2C(=N1)C(=NC(=N2)N)N)C3=CC=C(C=C3)C(=O)NC(CCC(=O)O)C(=O)O. (7) Drug 1: CNC(=O)C1=CC=CC=C1SC2=CC3=C(C=C2)C(=NN3)C=CC4=CC=CC=N4. Drug 2: C(=O)(N)NO. Cell line: UO-31. Synergy scores: CSS=3.97, Synergy_ZIP=-1.48, Synergy_Bliss=-0.147, Synergy_Loewe=0.904, Synergy_HSA=-0.125. (8) Cell line: A498. Drug 1: CCCS(=O)(=O)NC1=C(C(=C(C=C1)F)C(=O)C2=CNC3=C2C=C(C=N3)C4=CC=C(C=C4)Cl)F. Synergy scores: CSS=27.8, Synergy_ZIP=3.73, Synergy_Bliss=11.0, Synergy_Loewe=3.07, Synergy_HSA=10.8. Drug 2: CC1=C2C(C(=O)C3(C(CC4C(C3C(C(C2(C)C)(CC1OC(=O)C(C(C5=CC=CC=C5)NC(=O)OC(C)(C)C)O)O)OC(=O)C6=CC=CC=C6)(CO4)OC(=O)C)O)C)O. (9) Drug 1: CC=C1C(=O)NC(C(=O)OC2CC(=O)NC(C(=O)NC(CSSCCC=C2)C(=O)N1)C(C)C)C(C)C. Drug 2: C(CN)CNCCSP(=O)(O)O. Cell line: MDA-MB-435. Synergy scores: CSS=47.4, Synergy_ZIP=1.90, Synergy_Bliss=-1.17, Synergy_Loewe=-47.3, Synergy_HSA=-1.38.